From a dataset of Reaction yield outcomes from USPTO patents with 853,638 reactions. Predict the reaction yield, written as a fraction of the theoretical maximum amount of product (1.0 means a 100% yield; for example, 0.34 means a 34% yield). The reactants are ON1C(=O)N(O)C(=O)N(O)[C:3]1=[O:12].[C:13]([OH:16])(=[O:15])[CH3:14].[O:17]=O.[CH3:19][C:20]1C=C[C:23](C)=[CH:24][CH:25]=1. The catalyst is C([O-])(=O)C.[Mn+2].C([O-])(=O)C. The product is [C:3]([OH:12])(=[O:17])[C:25]1[CH:24]=[CH:23][C:14]([C:13]([OH:16])=[O:15])=[CH:19][CH:20]=1. The yield is 0.950.